From a dataset of Forward reaction prediction with 1.9M reactions from USPTO patents (1976-2016). Predict the product of the given reaction. (1) The product is: [Cl:6][C:1]1[C:2](=[O:3])[N:10]([C:35]2[N:36]=[N:37][C:38]([CH3:41])=[CH:39][CH:40]=2)[C@H:11]([C:24]2[CH:29]=[CH:28][C:27]([O:30][C:31]([F:32])([F:33])[F:34])=[CH:26][CH:25]=2)[C:12]=1[C:13](=[O:23])[C:14]1[CH:19]=[CH:18][C:17]([CH:20]([CH3:22])[CH3:21])=[CH:16][CH:15]=1. Given the reactants [C:1]([Cl:6])(=O)[C:2](Cl)=[O:3].OC1C(=O)[N:10]([C:35]2[N:36]=[N:37][C:38]([CH3:41])=[CH:39][CH:40]=2)[C@H:11]([C:24]2[CH:29]=[CH:28][C:27]([O:30][C:31]([F:34])([F:33])[F:32])=[CH:26][CH:25]=2)[C:12]=1[C:13](=[O:23])[C:14]1[CH:19]=[CH:18][C:17]([CH:20]([CH3:22])[CH3:21])=[CH:16][CH:15]=1, predict the reaction product. (2) Given the reactants [F:1][C:2]1[C:3]([O:21][CH3:22])=[C:4]([O:19][CH3:20])[CH:5]=[C:6]2[C:11]=1[N:10]=[C:9]([N:12]1[CH2:17][CH2:16][NH:15][CH2:14][CH2:13]1)[N:8]=[C:7]2[NH2:18].C(N(CC)CC)C.C(OC([NH:37][C@@H:38]([CH:43]1[CH2:47][CH2:46][CH2:45][CH2:44]1)[CH2:39][C:40](O)=[O:41])=O)(C)(C)C.C1C=CC2N(O)N=NC=2C=1.CN(C(ON1N=NC2C=CC=CC1=2)=[N+](C)C)C.F[P-](F)(F)(F)(F)F, predict the reaction product. The product is: [NH2:37][C@@H:38]([CH:43]1[CH2:47][CH2:46][CH2:45][CH2:44]1)[CH2:39][C:40]([N:15]1[CH2:16][CH2:17][N:12]([C:9]2[N:8]=[C:7]([NH2:18])[C:6]3[C:11](=[C:2]([F:1])[C:3]([O:21][CH3:22])=[C:4]([O:19][CH3:20])[CH:5]=3)[N:10]=2)[CH2:13][CH2:14]1)=[O:41]. (3) Given the reactants Cl[S:2]([C:5]1[CH:6]=[N:7][CH:8]=[C:9]([CH:14]=1)[C:10]([O:12][CH3:13])=[O:11])(=[O:4])=[O:3].[NH:15]1[CH2:20][CH2:19][O:18][CH2:17][CH2:16]1.C(=O)([O-])[O-].[K+].[K+], predict the reaction product. The product is: [O:18]1[CH2:19][CH2:20][N:15]([S:2]([C:5]2[CH:6]=[N:7][CH:8]=[C:9]([CH:14]=2)[C:10]([O:12][CH3:13])=[O:11])(=[O:4])=[O:3])[CH2:16][CH2:17]1. (4) Given the reactants [CH2:1]([O:3][C:4]1[C:8]([CH2:9][CH2:10][CH2:11][OH:12])=[CH:7][N:6]([C:13]2[CH:18]=[CH:17][C:16]([C:19]([F:22])([F:21])[F:20])=[CH:15][N:14]=2)[N:5]=1)[CH3:2].[CH2:23]([N:25]1[CH:29]=[C:28]([CH2:30][C:31]([O:33]C)=[O:32])[C:27](O)=[N:26]1)[CH3:24].C(P(CCCC)CCCC)CCC.N(C(N1CCCCC1)=O)=NC(N1CCCCC1)=O, predict the reaction product. The product is: [CH2:1]([O:3][C:4]1[C:8]([CH2:9][CH2:10][CH2:11][O:12][C:27]2[C:28]([CH2:30][C:31]([OH:33])=[O:32])=[CH:29][N:25]([CH2:23][CH3:24])[N:26]=2)=[CH:7][N:6]([C:13]2[CH:18]=[CH:17][C:16]([C:19]([F:21])([F:20])[F:22])=[CH:15][N:14]=2)[N:5]=1)[CH3:2].